Predict the reactants needed to synthesize the given product. From a dataset of Full USPTO retrosynthesis dataset with 1.9M reactions from patents (1976-2016). (1) Given the product [Br:1][C:2]1[CH:11]=[C:10]2[C:5]([CH2:6][CH2:7][N:8]([C:26]([O:25][C:21]([CH3:24])([CH3:23])[CH3:22])=[O:27])[CH2:9]2)=[CH:4][C:3]=1[CH3:12], predict the reactants needed to synthesize it. The reactants are: [Br:1][C:2]1[CH:11]=[C:10]2[C:5]([CH:6]=[CH:7][N:8]=[CH:9]2)=[CH:4][C:3]=1[CH3:12].C([BH-](CC)CC)C.[Li+].[C:21]([O:25][C:26](O[C:26]([O:25][C:21]([CH3:24])([CH3:23])[CH3:22])=[O:27])=[O:27])([CH3:24])([CH3:23])[CH3:22]. (2) Given the product [O:13]=[S:12]1(=[O:14])[C:8]2[CH:7]=[CH:6][C:5]([C:3](=[O:4])[CH2:2][N:19]3[CH2:18][CH2:17][N:24]([CH2:25][C@@H:26]([C:28]4[CH:36]=[CH:35][C:34]5[C:33](=[O:37])[O:32][CH2:31][C:30]=5[C:29]=4[CH3:38])[OH:27])[CH2:21][CH2:20]3)=[CH:15][C:9]=2[CH:10]=[CH:11]1, predict the reactants needed to synthesize it. The reactants are: Br[CH2:2][C:3]([C:5]1[CH:6]=[CH:7][C:8]2[S:12](=[O:14])(=[O:13])[CH:11]=[CH:10][C:9]=2[CH:15]=1)=[O:4].Cl.[C@@H:17]12[N:24]([CH2:25][C@@H:26]([C:28]3[C:29]([CH3:38])=[C:30]4[C:34](=[CH:35][CH:36]=3)[C:33](=[O:37])[O:32][CH2:31]4)[OH:27])[C@@H:21](CC1)[CH2:20][NH:19][CH2:18]2.C(N(CC)C(C)C)(C)C. (3) Given the product [Cl:1][C:2]1[CH:3]=[C:4]2[N:28]=[C:27]([O:29][C@@H:30]3[CH2:34][O:33][C@@H:32]4[C@H:35]([OH:38])[CH2:36][O:37][C@H:31]34)[NH:26][C:5]2=[N:6][C:7]=1[C:8]1[CH:9]=[CH:10][C:11]([C:14]2[CH:19]=[CH:18][CH:17]=[C:16]([CH2:20][N:21]=[S:22]([CH3:25])([CH3:24])=[O:23])[CH:15]=2)=[CH:12][CH:13]=1, predict the reactants needed to synthesize it. The reactants are: [Cl:1][C:2]1[CH:3]=[C:4]2[N:28]=[C:27]([O:29][C@@H:30]3[CH2:34][O:33][C@@H:32]4[C@H:35]([OH:38])[CH2:36][O:37][C@H:31]34)[N:26](COCC[Si](C)(C)C)[C:5]2=[N:6][C:7]=1[C:8]1[CH:13]=[CH:12][C:11]([C:14]2[CH:19]=[CH:18][CH:17]=[C:16]([CH2:20][N:21]=[S:22]([CH3:25])([CH3:24])=[O:23])[CH:15]=2)=[CH:10][CH:9]=1.CO.FC(F)(F)C(O)=O. (4) Given the product [Cl:1][C:2]1[CH:3]=[C:4]([N:8]2[C:12]([C:13]3[CH:18]=[CH:17][CH:16]=[C:15]([O:19][CH2:32][CH2:33][OH:34])[CH:14]=3)=[CH:11][C:10]([C:20]([O:22][CH2:23][CH3:24])=[O:21])=[N:9]2)[CH:5]=[CH:6][CH:7]=1, predict the reactants needed to synthesize it. The reactants are: [Cl:1][C:2]1[CH:3]=[C:4]([N:8]2[C:12]([C:13]3[CH:18]=[CH:17][CH:16]=[C:15]([OH:19])[CH:14]=3)=[CH:11][C:10]([C:20]([O:22][CH2:23][CH3:24])=[O:21])=[N:9]2)[CH:5]=[CH:6][CH:7]=1.C(=O)([O-])[O-].[K+].[K+].Br[CH2:32][CH2:33][OH:34]. (5) Given the product [C:1]([O:5][C:6]([N:8]1[CH:9]2[CH2:15][CH2:14][CH:13]1[CH2:12][NH:11][CH2:10]2)=[O:7])([CH3:4])([CH3:2])[CH3:3], predict the reactants needed to synthesize it. The reactants are: [C:1]([O:5][C:6]([N:8]1[CH:13]2[CH2:14][CH2:15][CH:9]1[CH2:10][N:11](CC1C=CC=CC=1)[CH2:12]2)=[O:7])([CH3:4])([CH3:3])[CH3:2].